This data is from Reaction yield outcomes from USPTO patents with 853,638 reactions. The task is: Predict the reaction yield, written as a fraction of the theoretical maximum amount of product (1.0 means a 100% yield; for example, 0.34 means a 34% yield). (1) The reactants are [NH2:1][C:2]1[N:11]=[CH:10][C:9]2[C:8](SC)=[N:7][CH:6]=[N:5][C:4]=2[CH:3]=1.[CH3:14][N:15]([CH3:23])[C:16]1[CH:21]=[CH:20][C:19]([NH2:22])=[CH:18][CH:17]=1. No catalyst specified. The product is [NH2:1][C:2]1[N:11]=[CH:10][C:9]2[C:8]([NH:22][C:19]3[CH:20]=[CH:21][C:16]([N:15]([CH3:23])[CH3:14])=[CH:17][CH:18]=3)=[N:7][CH:6]=[N:5][C:4]=2[CH:3]=1. The yield is 0.530. (2) The reactants are C[O:2][C:3]([C:5]1([CH3:25])[CH2:10][CH2:9][CH2:8][N:7]([C:11]([O:13][C:14]([CH3:17])([CH3:16])[CH3:15])=[O:12])[N:6]1[C:18]([O:20][C:21]([CH3:24])([CH3:23])[CH3:22])=[O:19])=[O:4].O.[OH-].[Li+]. The catalyst is O1CCCC1.O.CO. The product is [C:14]([O:13][C:11]([N:7]1[CH2:8][CH2:9][CH2:10][C:5]([CH3:25])([C:3]([OH:4])=[O:2])[N:6]1[C:18]([O:20][C:21]([CH3:24])([CH3:23])[CH3:22])=[O:19])=[O:12])([CH3:17])([CH3:15])[CH3:16]. The yield is 0.950. (3) The reactants are [Br:1][C:2]1[S:6][C:5]([CH2:7]Br)=[N:4][CH:3]=1.[SH:9][CH2:10][CH2:11][C:12]([O:14][CH3:15])=[O:13].CCN(C(C)C)C(C)C. The catalyst is CN(C=O)C.O. The product is [Br:1][C:2]1[S:6][C:5]([CH2:7][S:9][CH2:10][CH2:11][C:12]([O:14][CH3:15])=[O:13])=[N:4][CH:3]=1. The yield is 0.940. (4) The reactants are [O:1]1[CH:5]=[CH:4][N:3]=[C:2]1[C:6]([NH:9]C(=O)OCC1C=CC=CC=1)([CH3:8])[CH3:7].[H][H]. The catalyst is [Pd].C(O)C. The product is [O:1]1[CH2:5][CH2:4][N:3]=[C:2]1[C:6]([NH2:9])([CH3:8])[CH3:7]. The yield is 0.330. (5) The product is [Cl:9][C:10]1[C:15]([F:16])=[C:14]([I:17])[CH:13]=[CH:12][N:11]=1. The catalyst is O1CCCC1. The reactants are C([N-]C(C)C)(C)C.[Li+].[Cl:9][C:10]1[C:15]([F:16])=[CH:14][CH:13]=[CH:12][N:11]=1.[I:17]I. The yield is 1.00. (6) The reactants are [F:1][C:2]1[CH:7]=[CH:6][CH:5]=[CH:4][C:3]=1[F:8].[Cl-].[Al+3].[Cl-].[Cl-].[Cl:13][CH2:14][CH2:15][C:16](Cl)=[O:17]. The catalyst is ClCCl. The product is [Cl:13][CH2:14][CH2:15][C:16]([C:5]1[CH:6]=[CH:7][C:2]([F:1])=[C:3]([F:8])[CH:4]=1)=[O:17]. The yield is 0.740. (7) The reactants are [C:1]([O:6][CH2:7][C:8]1[CH:13]=[CH:12][CH:11]=[CH:10][CH:9]=1)(=[O:5])[C:2](C)=[CH2:3].[O:14]=[O+][O-].CSC. The catalyst is ClCCl.CO. The product is [C:1]([O:6][CH2:7][C:8]1[CH:13]=[CH:12][CH:11]=[CH:10][CH:9]=1)(=[O:5])[C:2]([CH3:3])=[O:14]. The yield is 1.00.